The task is: Predict the product of the given reaction.. This data is from Forward reaction prediction with 1.9M reactions from USPTO patents (1976-2016). (1) Given the reactants [C:1]([O:5][C:6]([N:8]1[CH2:13][CH2:12][CH:11]([NH2:14])[CH2:10][CH2:9]1)=[O:7])([CH3:4])([CH3:3])[CH3:2].[C:15](O)(=O)[CH3:16].[C:19](#N)C, predict the reaction product. The product is: [C:1]([O:5][C:6]([N:8]1[CH2:13][CH2:12][CH:11]([NH:14][CH:15]([CH3:16])[CH3:19])[CH2:10][CH2:9]1)=[O:7])([CH3:4])([CH3:2])[CH3:3]. (2) The product is: [C:2]([C:3]1[N:7]=[C:6]([C@H:8]2[CH2:12][CH2:11][C@H:10]([NH:13][C:14](=[O:20])[O:15][C:16]([CH3:18])([CH3:17])[CH3:19])[CH2:9]2)[O:5][N:4]=1)(=[O:1])[C:21]1[CH:22]=[CH:23][CH:24]=[CH:25][CH:26]=1. Given the reactants [OH:1][CH:2]([C:21]1[CH:26]=[CH:25][CH:24]=[CH:23][CH:22]=1)[C:3]1[N:7]=[C:6]([C@H:8]2[CH2:12][CH2:11][C@H:10]([NH:13][C:14](=[O:20])[O:15][C:16]([CH3:19])([CH3:18])[CH3:17])[CH2:9]2)[O:5][N:4]=1.CC(OI1(OC(C)=O)(OC(C)=O)OC(=O)C2C=CC=CC1=2)=O.C(OCC)(=O)C, predict the reaction product. (3) Given the reactants C1(C)C=CC(S(O[CH2:11][CH2:12][CH:13]([C:18]([F:21])([F:20])[F:19])[C:14]([CH3:17])([CH3:16])[CH3:15])(=O)=O)=CC=1.[F:23][C:24]([F:36])([F:35])[CH2:25][CH2:26][S:27]([CH2:30][C:31]([O:33][CH3:34])=[O:32])(=[O:29])=[O:28].C(=O)([O-])[O-].[K+].[K+].Cl, predict the reaction product. The product is: [CH3:17][C:14]([CH3:15])([CH3:16])[CH:13]([C:18]([F:19])([F:20])[F:21])[CH2:12][CH2:11][CH:30]([S:27]([CH2:26][CH2:25][C:24]([F:35])([F:36])[F:23])(=[O:29])=[O:28])[C:31]([O:33][CH3:34])=[O:32]. (4) Given the reactants [Cl:1][C:2]1[CH:7]=[CH:6][CH:5]=[C:4]([Cl:8])[C:3]=1[NH:9][C:10]1[NH:14][C:13]2[C:15]([N+:24]([O-])=O)=[C:16]([OH:23])[C:17]([C:19]([O:21][CH3:22])=[O:20])=[CH:18][C:12]=2[N:11]=1.C(O)(=O)C, predict the reaction product. The product is: [NH2:24][C:15]1[C:13]2[NH:14][C:10]([NH:9][C:3]3[C:4]([Cl:8])=[CH:5][CH:6]=[CH:7][C:2]=3[Cl:1])=[N:11][C:12]=2[CH:18]=[C:17]([C:19]([O:21][CH3:22])=[O:20])[C:16]=1[OH:23]. (5) The product is: [F:21][C:16]1[CH:17]=[CH:18][CH:19]=[C:20]2[C:15]=1[C:14](=[O:22])[N:13]([C:23]1[CH:24]=[N:25][CH:26]=[CH:27][CH:28]=1)[C:12]([CH3:29])=[C:11]2[C:9]([OH:10])=[O:8]. Given the reactants C([O:8][C:9]([C:11]1[C:20]2[C:15](=[C:16]([F:21])[CH:17]=[CH:18][CH:19]=2)[C:14](=[O:22])[N:13]([C:23]2[CH:24]=[N:25][CH:26]=[CH:27][CH:28]=2)[C:12]=1[CH3:29])=[O:10])C1C=CC=CC=1, predict the reaction product.